From a dataset of NCI-60 drug combinations with 297,098 pairs across 59 cell lines. Regression. Given two drug SMILES strings and cell line genomic features, predict the synergy score measuring deviation from expected non-interaction effect. (1) Drug 1: CNC(=O)C1=CC=CC=C1SC2=CC3=C(C=C2)C(=NN3)C=CC4=CC=CC=N4. Drug 2: CC1=C(C=C(C=C1)C(=O)NC2=CC(=CC(=C2)C(F)(F)F)N3C=C(N=C3)C)NC4=NC=CC(=N4)C5=CN=CC=C5. Cell line: MDA-MB-435. Synergy scores: CSS=2.15, Synergy_ZIP=1.39, Synergy_Bliss=5.71, Synergy_Loewe=0.530, Synergy_HSA=2.20. (2) Drug 1: C1CCC(CC1)NC(=O)N(CCCl)N=O. Drug 2: C1C(C(OC1N2C=NC3=C2NC=NCC3O)CO)O. Cell line: T-47D. Synergy scores: CSS=6.84, Synergy_ZIP=-3.20, Synergy_Bliss=-0.403, Synergy_Loewe=-4.49, Synergy_HSA=-0.255. (3) Drug 1: CC1CC2C3CCC4=CC(=O)C=CC4(C3(C(CC2(C1(C(=O)CO)O)C)O)F)C. Drug 2: C1CC(C1)(C2=CC=C(C=C2)C3=C(C=C4C(=N3)C=CN5C4=NNC5=O)C6=CC=CC=C6)N. Cell line: SK-OV-3. Synergy scores: CSS=48.6, Synergy_ZIP=9.33, Synergy_Bliss=10.2, Synergy_Loewe=0.772, Synergy_HSA=14.7. (4) Drug 1: C1=CN(C(=O)N=C1N)C2C(C(C(O2)CO)O)O.Cl. Drug 2: CC1=C2C(C(=O)C3(C(CC4C(C3C(C(C2(C)C)(CC1OC(=O)C(C(C5=CC=CC=C5)NC(=O)C6=CC=CC=C6)O)O)OC(=O)C7=CC=CC=C7)(CO4)OC(=O)C)O)C)OC(=O)C. Cell line: M14. Synergy scores: CSS=40.5, Synergy_ZIP=-3.30, Synergy_Bliss=-4.26, Synergy_Loewe=-3.88, Synergy_HSA=-1.44. (5) Drug 1: CC1=C2C(C(=O)C3(C(CC4C(C3C(C(C2(C)C)(CC1OC(=O)C(C(C5=CC=CC=C5)NC(=O)OC(C)(C)C)O)O)OC(=O)C6=CC=CC=C6)(CO4)OC(=O)C)OC)C)OC. Drug 2: C1CCC(C(C1)N)N.C(=O)(C(=O)[O-])[O-].[Pt+4]. Cell line: MDA-MB-231. Synergy scores: CSS=43.0, Synergy_ZIP=3.32, Synergy_Bliss=5.39, Synergy_Loewe=2.71, Synergy_HSA=7.75. (6) Drug 1: CN(C)C(=N)N=C(N)N. Drug 2: CC1CC(C(C(C=C(C(C(C=CC=C(C(=O)NC2=CC(=O)C(=C(C1)C2=O)OC)C)OC)OC(=O)N)C)C)O)OC. Cell line: HT29. Synergy scores: CSS=47.6, Synergy_ZIP=-0.244, Synergy_Bliss=-4.24, Synergy_Loewe=-23.0, Synergy_HSA=-4.17.